From a dataset of Forward reaction prediction with 1.9M reactions from USPTO patents (1976-2016). Predict the product of the given reaction. (1) Given the reactants [CH2:1]([O:3][C:4](=[O:23])[CH2:5][O:6][C:7]1[CH:12]=[CH:11][C:10]([O:13]CC2C=CC=CC=2)=[CH:9][C:8]=1[CH:21]=[CH2:22])[CH3:2].[H][H], predict the reaction product. The product is: [CH2:1]([O:3][C:4](=[O:23])[CH2:5][O:6][C:7]1[CH:12]=[CH:11][C:10]([OH:13])=[CH:9][C:8]=1[CH2:21][CH3:22])[CH3:2]. (2) Given the reactants C[O:2][C:3]([C:5]1[C:10]([NH2:11])=[N:9][CH:8]=[CH:7][N:6]=1)=O.[H-].C([Al+]CC(C)C)C(C)C, predict the reaction product. The product is: [NH2:11][C:10]1[C:5]([CH:3]=[O:2])=[N:6][CH:7]=[CH:8][N:9]=1. (3) Given the reactants [C:1]1([C:24]2[CH:29]=[CH:28][CH:27]=[CH:26][CH:25]=2)[CH:6]=[CH:5][C:4]([C:7]([N:9]2[CH2:15][C:14]3[CH:16]=[CH:17][CH:18]=[CH:19][C:13]=3[NH:12][C:11]3[CH:20]=[CH:21][CH:22]=[CH:23][C:10]2=3)=[O:8])=[CH:3][CH:2]=1.[H-].[Na+].[CH3:32]N(C)C=O.IC, predict the reaction product. The product is: [C:1]1([C:24]2[CH:29]=[CH:28][CH:27]=[CH:26][CH:25]=2)[CH:2]=[CH:3][C:4]([C:7]([N:9]2[CH:15]=[C:14]3[CH2:16][CH:17]=[CH:18][CH:19]=[C:13]3[N:12]([CH3:32])[C:11]3[CH:20]=[CH:21][CH:22]=[CH:23][C:10]2=3)=[O:8])=[CH:5][CH:6]=1. (4) The product is: [CH3:35][O:36][C:27]1[CH:26]=[C:25]2[C:30]([CH:31]=[CH:32][CH2:3][CH:2]2[CH2:1][C:4]#[N:5])=[CH:29][CH:28]=1. Given the reactants [CH2:1]([C:4]#[N:5])[CH:2]=[CH2:3].[C:25](OOC(=O)CCC[CH2:25][CH2:26][CH2:27][CH2:28][CH2:29][CH2:30][CH2:31][CH3:32])(=O)[CH2:26][CH2:27][CH2:28][CH2:29][CH2:30][CH2:31][CH2:32]CCCC.C[CH:35](C)[O-:36].[Al+3].CC(C)[O-].CC(C)[O-], predict the reaction product. (5) Given the reactants Cl[CH2:2][CH2:3][O:4][CH2:5][N:6]1[C:10]([C:11]([O:13][CH2:14][CH3:15])=[O:12])=[CH:9][C:8]2[O:16][CH:17]=[CH:18][C:7]1=2.[O:19]=[C:20]1[C:28]2[C:23](=[CH:24][CH:25]=[CH:26][CH:27]=2)[C:22](=[O:29])[N:21]1[C@H:30]([CH:34]([CH3:36])[CH3:35])[C:31]([OH:33])=[O:32], predict the reaction product. The product is: [O:19]=[C:20]1[C:28]2[C:23](=[CH:24][CH:25]=[CH:26][CH:27]=2)[C:22](=[O:29])[N:21]1[C@H:30]([CH:34]([CH3:36])[CH3:35])[C:31]([O:33][CH2:2][CH2:3][O:4][CH2:5][N:6]1[C:10]([C:11]([O:13][CH2:14][CH3:15])=[O:12])=[CH:9][C:8]2[O:16][CH:17]=[CH:18][C:7]1=2)=[O:32]. (6) The product is: [Cl:20][C:21]1[CH:26]=[CH:25][C:24]([C:27]([F:30])([F:29])[F:28])=[CH:23][C:22]=1[NH:31][C:32](=[O:33])[NH:1][C:2]1[CH:3]=[CH:4][C:5]([C:8]2[C:16]3[C:11](=[N:12][CH:13]=[CH:14][CH:15]=3)[NH:10][C:9]=2[C:17]([NH2:19])=[O:18])=[CH:6][CH:7]=1. Given the reactants [NH2:1][C:2]1[CH:7]=[CH:6][C:5]([C:8]2[C:16]3[C:11](=[N:12][CH:13]=[CH:14][CH:15]=3)[NH:10][C:9]=2[C:17]([NH2:19])=[O:18])=[CH:4][CH:3]=1.[Cl:20][C:21]1[CH:26]=[CH:25][C:24]([C:27]([F:30])([F:29])[F:28])=[CH:23][C:22]=1[N:31]=[C:32]=[O:33], predict the reaction product. (7) Given the reactants S(Cl)([Cl:3])=O.[C:5]1([CH3:20])[CH:10]=[CH:9][C:8]([S:11]([NH:14][N:15]=[CH:16][C:17](O)=[O:18])(=[O:13])=[O:12])=[CH:7][CH:6]=1.Cl, predict the reaction product. The product is: [C:5]1([CH3:20])[CH:10]=[CH:9][C:8]([S:11]([NH:14][N:15]=[CH:16][C:17]([Cl:3])=[O:18])(=[O:13])=[O:12])=[CH:7][CH:6]=1. (8) Given the reactants [O:1]=[C:2]1[CH:6]=[CH:5][C:4](=[O:7])[N:3]1[CH2:8][CH2:9][C:10](=[O:69])[NH:11][CH2:12][CH2:13][O:14][CH2:15][CH2:16][O:17][CH2:18][CH2:19][O:20][CH2:21][CH2:22][O:23][CH2:24][CH2:25][C:26](=[O:68])[NH:27][CH2:28][CH2:29][CH2:30][O:31][C:32]1[CH:67]=[CH:66][C:35]([C:36]([C:38]2[CH:43]=[CH:42][C:41]([NH:44][CH2:45][CH2:46][O:47][CH2:48][CH2:49][O:50][CH2:51][CH2:52][O:53][CH2:54][CH2:55][O:56][CH2:57][CH2:58][C:59]([O:61]C(C)(C)C)=[O:60])=[CH:40][CH:39]=2)=[O:37])=[CH:34][CH:33]=1, predict the reaction product. The product is: [O:1]=[C:2]1[CH:6]=[CH:5][C:4](=[O:7])[N:3]1[CH2:8][CH2:9][C:10](=[O:69])[NH:11][CH2:12][CH2:13][O:14][CH2:15][CH2:16][O:17][CH2:18][CH2:19][O:20][CH2:21][CH2:22][O:23][CH2:24][CH2:25][C:26](=[O:68])[NH:27][CH2:28][CH2:29][CH2:30][O:31][C:32]1[CH:33]=[CH:34][C:35]([C:36]([C:38]2[CH:43]=[CH:42][C:41]([NH:44][CH2:45][CH2:46][O:47][CH2:48][CH2:49][O:50][CH2:51][CH2:52][O:53][CH2:54][CH2:55][O:56][CH2:57][CH2:58][C:59]([OH:61])=[O:60])=[CH:40][CH:39]=2)=[O:37])=[CH:66][CH:67]=1. (9) Given the reactants [C:1]([N:4]1[C:12]2[C:7](=[CH:8][CH:9]=[C:10]([NH:13][C:14](=[O:24])[C:15]3[CH:20]=[CH:19][CH:18]=[CH:17][C:16]=3[N+:21]([O-:23])=[O:22])[CH:11]=2)[C:6]([CH3:26])([CH3:25])[CH2:5]1)(=[O:3])C.[CH3:27][N:28]1[CH2:33][CH2:32][N:31](C(Cl)=O)[CH2:30][CH2:29]1.CCN(C(C)C)C(C)C, predict the reaction product. The product is: [CH3:25][C:6]1([CH3:26])[C:7]2[C:12](=[CH:11][C:10]([NH:13][C:14](=[O:24])[C:15]3[CH:20]=[CH:19][CH:18]=[CH:17][C:16]=3[N+:21]([O-:23])=[O:22])=[CH:9][CH:8]=2)[N:4]([C:1]([N:31]2[CH2:32][CH2:33][N:28]([CH3:27])[CH2:29][CH2:30]2)=[O:3])[CH2:5]1. (10) Given the reactants C([O:4][CH2:5][C:6]([NH:13][C:14]1[NH:18][CH:17]=[N:16][C:15]=1[CH:19]1[CH2:23][CH2:22][CH2:21][CH2:20]1)=[N:7][C:8](OCC)=[O:9])(=O)C.C(=O)([O-])[O-].[K+].[K+], predict the reaction product. The product is: [CH:19]1([C:15]2[N:16]=[CH:17][N:18]3[C:8](=[O:9])[N:7]=[C:6]([CH2:5][OH:4])[NH:13][C:14]=23)[CH2:23][CH2:22][CH2:21][CH2:20]1.